From a dataset of Forward reaction prediction with 1.9M reactions from USPTO patents (1976-2016). Predict the product of the given reaction. (1) The product is: [Br:1][C:2]1[CH:10]=[CH:9][C:5]([CH2:6][OH:7])=[CH:4][C:3]=1[CH3:11]. Given the reactants [Br:1][C:2]1[CH:10]=[CH:9][C:5]([C:6](O)=[O:7])=[CH:4][C:3]=1[CH3:11].B, predict the reaction product. (2) Given the reactants Cl.C[O:3][CH:4]([O:21]C)[CH2:5][N:6]([CH2:14][C:15]1[CH:20]=[CH:19][CH:18]=[CH:17][N:16]=1)[CH2:7][C:8]1[CH:13]=[CH:12][CH:11]=[CH:10][N:9]=1.C([O-])(O)=O.[Na+], predict the reaction product. The product is: [N:9]1[CH:10]=[CH:11][CH:12]=[CH:13][C:8]=1[CH2:7][N:6]([CH2:14][C:15]1[CH:20]=[CH:19][CH:18]=[CH:17][N:16]=1)[CH2:5][CH:4]([OH:21])[OH:3]. (3) Given the reactants Cl.[CH2:2]([O:9][C:10]1[CH:15]=[CH:14][C:13]([NH:16]N)=[CH:12][CH:11]=1)[C:3]1[CH:8]=[CH:7][CH:6]=[CH:5][CH:4]=1.[O:18]1[C:27]2[C:22](=[CH:23][CH:24]=[CH:25][CH:26]=2)[C:21](=O)[CH2:20][CH2:19]1, predict the reaction product. The product is: [CH2:2]([O:9][C:10]1[CH:15]=[C:14]2[C:13](=[CH:12][CH:11]=1)[NH:16][C:21]1[C:22]3[CH:23]=[CH:24][CH:25]=[CH:26][C:27]=3[O:18][CH2:19][C:20]2=1)[C:3]1[CH:8]=[CH:7][CH:6]=[CH:5][CH:4]=1. (4) Given the reactants C(O)(O)CCCCC.C(Br)CCCCCCC.C(OCCCCCCOC(C)=O)CCCCCCC.[C:37]([O:62][C:63]([C:66]([C:69]([C:72]([C:75](C(O)=O)([F:77])[F:76])([F:74])[F:73])([F:71])[F:70])([F:68])[F:67])([F:65])[F:64])([C:40]([C:43]([C:46]([C:49]([C:52]([C:55]([C:58]([F:61])([F:60])[F:59])([F:57])[F:56])([F:54])[F:53])([F:51])[F:50])([F:48])[F:47])([F:45])[F:44])([F:42])[F:41])([F:39])[F:38], predict the reaction product. The product is: [C:37]([O:62][C:63]([C:66]([C:69]([C:72]([CH:75]([F:76])[F:77])([F:73])[F:74])([F:70])[F:71])([F:67])[F:68])([F:65])[F:64])([C:40]([C:43]([C:46]([C:49]([C:52]([C:55]([C:58]([F:61])([F:60])[F:59])([F:57])[F:56])([F:54])[F:53])([F:51])[F:50])([F:48])[F:47])([F:45])[F:44])([F:42])[F:41])([F:39])[F:38].